From a dataset of Full USPTO retrosynthesis dataset with 1.9M reactions from patents (1976-2016). Predict the reactants needed to synthesize the given product. (1) Given the product [C:6]([C:10]1[CH:15]=[CH:14][C:13]([CH:16]([Cl:4])[C:18]2[N:19]=[C:20]([O:25][CH3:26])[C:21]([Cl:24])=[CH:22][CH:23]=2)=[CH:12][CH:11]=1)([CH3:9])([CH3:8])[CH3:7], predict the reactants needed to synthesize it. The reactants are: S(Cl)([Cl:4])(=O)=O.[C:6]([C:10]1[CH:15]=[CH:14][C:13]([CH:16]([C:18]2[CH:23]=[CH:22][C:21]([Cl:24])=[C:20]([O:25][CH3:26])[N:19]=2)O)=[CH:12][CH:11]=1)([CH3:9])([CH3:8])[CH3:7].C(N(CC)CC)C. (2) Given the product [Cl:1][C:2]1[CH:3]=[CH:4][C:5]([C:8]2[CH:13]=[CH:12][N:11]3[C:14](=[O:30])[N:15]([CH2:17][C:18]4[C:19]([C:28]([OH:37])=[O:29])=[N:20][C:21]([C:24]([F:26])([F:27])[F:25])=[CH:22][CH:23]=4)[N:16]=[C:10]3[C:9]=2[C:31]2[CH:32]=[CH:33][N:34]=[CH:35][CH:36]=2)=[CH:6][CH:7]=1, predict the reactants needed to synthesize it. The reactants are: [Cl:1][C:2]1[CH:7]=[CH:6][C:5]([C:8]2[CH:13]=[CH:12][N:11]3[C:14](=[O:30])[N:15]([CH2:17][C:18]4[C:19]([CH:28]=[O:29])=[N:20][C:21]([C:24]([F:27])([F:26])[F:25])=[CH:22][CH:23]=4)[N:16]=[C:10]3[C:9]=2[C:31]2[CH:36]=[CH:35][N:34]=[CH:33][CH:32]=2)=[CH:4][CH:3]=1.[OH-:37].[Na+].Cl. (3) Given the product [N:42]1([C:34]2[CH:35]=[C:30]([CH:3]([O:4][C:5]3[C:14]([N:15]([CH2:22][O:23][CH2:24][CH2:25][Si:26]([CH3:29])([CH3:28])[CH3:27])[S:16]([CH2:19][CH2:20][CH3:21])(=[O:18])=[O:17])=[N:13][C:12]4[C:7]([N:6]=3)=[CH:8][CH:9]=[CH:10][CH:11]=4)[C:2]([F:38])([F:37])[F:1])[CH:31]=[CH:32][N:33]=2)[CH:46]=[CH:45][N:44]=[CH:43]1, predict the reactants needed to synthesize it. The reactants are: [F:1][C:2]([F:38])([F:37])[CH:3]([C:30]1[CH:35]=[CH:34][N+:33]([O-])=[CH:32][CH:31]=1)[O:4][C:5]1[C:14]([N:15]([CH2:22][O:23][CH2:24][CH2:25][Si:26]([CH3:29])([CH3:28])[CH3:27])[S:16]([CH2:19][CH2:20][CH3:21])(=[O:18])=[O:17])=[N:13][C:12]2[C:7](=[CH:8][CH:9]=[CH:10][CH:11]=2)[N:6]=1.S([N:42]1[CH:46]=[CH:45][N:44]=[CH:43]1)([N:42]1[CH:46]=[CH:45][N:44]=[CH:43]1)(=O)=O.[OH-].[Na+]. (4) The reactants are: [H-].[Na+].[CH3:3][N:4]1[CH2:9][CH2:8][CH:7]([OH:10])[CH2:6][CH2:5]1.Cl[C:12]1[N:17]=[CH:16][C:15]([C:18]2[CH:23]=[CH:22][N:21]=[C:20]([NH:24][C:25]3[CH:26]=[C:27]([NH:32][C:33](=[O:44])[C:34]4[CH:39]=[CH:38][CH:37]=[C:36]([C:40]([F:43])([F:42])[F:41])[CH:35]=4)[CH:28]=[CH:29][C:30]=3[CH3:31])[N:19]=2)=[CH:14][CH:13]=1. Given the product [CH3:31][C:30]1[CH:29]=[CH:28][C:27]([NH:32][C:33](=[O:44])[C:34]2[CH:39]=[CH:38][CH:37]=[C:36]([C:40]([F:43])([F:41])[F:42])[CH:35]=2)=[CH:26][C:25]=1[NH:24][C:20]1[N:19]=[C:18]([C:15]2[CH:16]=[N:17][C:12]([O:10][CH:7]3[CH2:8][CH2:9][N:4]([CH3:3])[CH2:5][CH2:6]3)=[CH:13][CH:14]=2)[CH:23]=[CH:22][N:21]=1, predict the reactants needed to synthesize it. (5) Given the product [NH2:1][C:2]1[C:3]2[CH:10]=[CH:9][N:8]([CH:11]3[CH2:16][CH2:15][N:14]([C:17]([O:19][C:20]([CH3:23])([CH3:22])[CH3:21])=[O:18])[CH2:13][CH2:12]3)[C:4]=2[N:5]=[CH:6][N:7]=1, predict the reactants needed to synthesize it. The reactants are: [NH2:1][C:2]1[C:3]2[CH:10]=[CH:9][N:8]([C:11]3[CH2:12][CH2:13][N:14]([C:17]([O:19][C:20]([CH3:23])([CH3:22])[CH3:21])=[O:18])[CH2:15][CH:16]=3)[C:4]=2[N:5]=[CH:6][N:7]=1.C([O-])=O.[NH4+].C(OC(C)C)(C)C. (6) Given the product [CH2:1]([CH:3]([C:7]1[C:8]2[CH:9]=[C:10]3[CH:19]([CH2:20][C:21]([O:23][CH3:24])=[O:22])[CH2:18][CH2:17][N:11]3[C:12]=2[CH:13]=[C:14]([F:16])[CH:15]=1)[CH2:4][CH3:5])[CH3:2], predict the reactants needed to synthesize it. The reactants are: [CH2:1]([C:3]([C:7]1[C:8]2[CH:9]=[C:10]3[CH:19]([CH2:20][C:21]([O:23][CH3:24])=[O:22])[CH2:18][CH2:17][N:11]3[C:12]=2[CH:13]=[C:14]([F:16])[CH:15]=1)(O)[CH2:4][CH3:5])[CH3:2].FC(F)(F)C(O)=O.C([SiH](CC)CC)C.